This data is from Reaction yield outcomes from USPTO patents with 853,638 reactions. The task is: Predict the reaction yield, written as a fraction of the theoretical maximum amount of product (1.0 means a 100% yield; for example, 0.34 means a 34% yield). (1) The reactants are [Br:1][C:2]1[CH:7]=[CH:6][C:5]([O:8][C:9]([F:12])([F:11])[F:10])=[C:4]([N+:13]([O-])=O)[CH:3]=1. The catalyst is C(O)(=O)C.[Fe]. The product is [Br:1][C:2]1[CH:7]=[CH:6][C:5]([O:8][C:9]([F:10])([F:11])[F:12])=[C:4]([CH:3]=1)[NH2:13]. The yield is 0.700. (2) The reactants are [O:1]1[CH2:5][CH2:4][CH:3]([C:6]([OH:8])=[O:7])[CH2:2]1.S(=O)(=O)(O)O.[CH3:14]O. No catalyst specified. The product is [O:1]1[CH2:5][CH2:4][CH:3]([C:6]([O:8][CH3:14])=[O:7])[CH2:2]1. The yield is 0.900. (3) The product is [N:1]1([C:24]([O:25][CH2:26][C:27]2[CH:32]=[CH:31][CH:30]=[CH:29][CH:28]=2)=[O:33])[CH2:6][CH2:5][CH2:4][CH:3]([C:7]([O:9][CH2:10][CH3:11])=[O:8])[CH2:2]1. The catalyst is CCOCC. The reactants are [NH:1]1[CH2:6][CH2:5][CH2:4][CH:3]([C:7]([O:9][CH2:10][CH3:11])=[O:8])[CH2:2]1.C([O-])([O-])=O.[K+].[K+].C1COCC1.O.[C:24](Cl)(=[O:33])[O:25][CH2:26][C:27]1[CH:32]=[CH:31][CH:30]=[CH:29][CH:28]=1. The yield is 0.860. (4) The yield is 0.640. The reactants are Cl[C:2]1[N:7]=[C:6]([NH:8][C:9]2[CH:14]=[CH:13][CH:12]=[C:11]([O:15][CH3:16])[CH:10]=2)[C:5]([N+:17]([O-])=O)=[CH:4][N:3]=1.S(S([O-])=O)([O-])=O.[Na+].[Na+].[C:28]([C:35]1NC=CN=1)([C:30]1[NH:31]C=CN=1)=O.C1C[O:43][CH2:42]C1. The product is [CH:30]1([NH:31][C:2]2[N:7]=[C:6]3[C:5]([NH:17][C:42](=[O:43])[N:8]3[C:9]3[CH:14]=[CH:13][CH:12]=[C:11]([O:15][CH3:16])[CH:10]=3)=[CH:4][N:3]=2)[CH2:28][CH2:35]1. The catalyst is O.CCOC(C)=O.C(Cl)(Cl)Cl.C([O-])(O)=O.[Na+]. (5) The reactants are CCN(C(C)C)C(C)C.C1C=CC2N(O)N=NC=2C=1.CCN=C=NCCCN(C)C.[F:31][C:32]1[CH:37]=[CH:36][C:35]([C:38]2[O:42][N:41]=[C:40]([C:43]([OH:45])=O)[CH:39]=2)=[CH:34][CH:33]=1.FC1C=CC(C(=O)C)=CC=1.[ClH:56].[NH2:57][CH2:58][C:59]([N:61]1[CH2:66][CH2:65][N:64]([C:67](=[O:76])[C:68]2[CH:73]=[C:72]([F:74])[CH:71]=[CH:70][C:69]=2Cl)[CH2:63][CH2:62]1)=[O:60].ClC1C=CC(F)=CC=1C(O)=O. The catalyst is CN(C=O)C.O. The product is [Cl:56][C:69]1[CH:70]=[CH:71][C:72]([F:74])=[CH:73][C:68]=1[C:67]([N:64]1[CH2:63][CH2:62][N:61]([C:59](=[O:60])[CH2:58][NH:57][C:43]([C:40]2[CH:39]=[C:38]([C:35]3[CH:34]=[CH:33][C:32]([F:31])=[CH:37][CH:36]=3)[O:42][N:41]=2)=[O:45])[CH2:66][CH2:65]1)=[O:76]. The yield is 0.237.